From a dataset of Forward reaction prediction with 1.9M reactions from USPTO patents (1976-2016). Predict the product of the given reaction. (1) Given the reactants [CH3:1][C:2]1[CH:7]=[CH:6][C:5]([S:8]([NH:11][C:12]2[O:16][N:15]=[C:14]([C:17]3[CH:43]=[CH:42][C:20]([CH2:21][N:22]([CH2:34][C:35]([O:37][C:38]([CH3:41])([CH3:40])[CH3:39])=[O:36])[C:23](=[O:33])[C:24]4[CH:29]=[CH:28][C:27]([N+:30]([O-])=O)=[CH:26][CH:25]=4)=[CH:19][CH:18]=3)[N:13]=2)(=[O:10])=[O:9])=[CH:4][CH:3]=1.O.S(S([O-])=O)([O-])=O.[Na+].[Na+], predict the reaction product. The product is: [NH2:30][C:27]1[CH:28]=[CH:29][C:24]([C:23]([N:22]([CH2:34][C:35]([O:37][C:38]([CH3:39])([CH3:40])[CH3:41])=[O:36])[CH2:21][C:20]2[CH:19]=[CH:18][C:17]([C:14]3[N:13]=[C:12]([NH:11][S:8]([C:5]4[CH:6]=[CH:7][C:2]([CH3:1])=[CH:3][CH:4]=4)(=[O:10])=[O:9])[O:16][N:15]=3)=[CH:43][CH:42]=2)=[O:33])=[CH:25][CH:26]=1. (2) The product is: [C:3]([O:7][C:8]([N:10]1[CH2:15][CH2:14][C@@H:13]([O:16][CH3:1])[C@H:12]([N:17]=[N+:18]=[N-:19])[CH2:11]1)=[O:9])([CH3:6])([CH3:4])[CH3:5]. Given the reactants [CH3:1]I.[C:3]([O:7][C:8]([N:10]1[CH2:15][CH2:14][C@@H:13]([OH:16])[C@H:12]([N:17]=[N+:18]=[N-:19])[CH2:11]1)=[O:9])([CH3:6])([CH3:5])[CH3:4].[H-].[Na+], predict the reaction product. (3) Given the reactants Cl.[NH:2]1[CH2:7][CH2:6][C:5](=[CH:8][C:9]2[CH:10]=[C:11]([CH:23]=[CH:24][CH:25]=2)[O:12][C:13]2[CH:18]=[CH:17][C:16]([C:19]([F:22])([F:21])[F:20])=[CH:15][N:14]=2)[CH2:4][CH2:3]1.[CH3:26][O:27][C:28]1[N:29]=[CH:30][C:31]([NH:34][C:35](=O)[O:36]C2C=CC=CC=2)=[N:32][CH:33]=1.NC1C=NC(OC)=CN=1.C(N(C(C)C)CC)(C)C, predict the reaction product. The product is: [CH3:26][O:27][C:28]1[N:29]=[CH:30][C:31]([NH:34][C:35]([N:2]2[CH2:7][CH2:6][C:5](=[CH:8][C:9]3[CH:25]=[CH:24][CH:23]=[C:11]([O:12][C:13]4[CH:18]=[CH:17][C:16]([C:19]([F:22])([F:20])[F:21])=[CH:15][N:14]=4)[CH:10]=3)[CH2:4][CH2:3]2)=[O:36])=[N:32][CH:33]=1. (4) Given the reactants O.ON1C2C=CC=CC=2N=N1.Cl.C(N=C=NCCCN(C)C)C.C(N(CC)CC)C.[CH2:31]([N:35]1[C:43]([N:44]2[CH2:49][CH2:48][NH:47][CH2:46][CH2:45]2)=[N:42][C:41]2[C:36]1=[N:37][C:38]([C:56]1[CH:57]=[N:58][C:59]([NH2:62])=[N:60][CH:61]=1)=[N:39][C:40]=2[N:50]1[CH2:55][CH2:54][O:53][CH2:52][CH2:51]1)[CH:32]([CH3:34])[CH3:33].[C:63](O)(=[O:66])[CH2:64][OH:65], predict the reaction product. The product is: [NH2:62][C:59]1[N:60]=[CH:61][C:56]([C:38]2[N:37]=[C:36]3[C:41]([N:42]=[C:43]([N:44]4[CH2:49][CH2:48][N:47]([C:64](=[O:65])[CH2:63][OH:66])[CH2:46][CH2:45]4)[N:35]3[CH2:31][CH:32]([CH3:34])[CH3:33])=[C:40]([N:50]3[CH2:55][CH2:54][O:53][CH2:52][CH2:51]3)[N:39]=2)=[CH:57][N:58]=1. (5) The product is: [O:17]=[C:18]1[N:22]2[CH2:23][CH2:24][C@H:25]([CH2:27][C:28]([NH:14][C:12]3[O:11][N:10]=[C:9]([C:5]4[CH:6]=[CH:7][CH:8]=[C:3]([C:2]([F:1])([F:15])[F:16])[CH:4]=4)[CH:13]=3)=[O:29])[CH2:26][C@@H:21]2[CH2:20][O:19]1. Given the reactants [F:1][C:2]([F:16])([F:15])[C:3]1[CH:4]=[C:5]([C:9]2[CH:13]=[C:12]([NH2:14])[O:11][N:10]=2)[CH:6]=[CH:7][CH:8]=1.[O:17]=[C:18]1[N:22]2[CH2:23][CH2:24][C@H:25]([CH2:27][C:28](O)=[O:29])[CH2:26][C@@H:21]2[CH2:20][O:19]1, predict the reaction product. (6) Given the reactants C[O:2][C:3]([C:5]1[NH:6][C:7]2[CH:8]=[C:9]([NH:19][C:20]([O:22][C:23]([CH3:26])([CH3:25])[CH3:24])=[O:21])[CH:10]=[C:11]3[C:17](=[O:18])[NH:16][N:15]=[CH:14][C:13]=1[C:12]=23)=O.C(N(CC)CC)C.[CH3:34][N:35]([CH3:39])[CH2:36][CH2:37][NH2:38], predict the reaction product. The product is: [C:23]([O:22][C:20](=[O:21])[NH:19][C:9]1[CH:10]=[C:11]2[C:17](=[O:18])[NH:16][N:15]=[CH:14][C:13]3=[C:5]([C:3](=[O:2])[NH:38][CH2:37][CH2:36][N:35]([CH3:39])[CH3:34])[NH:6][C:7]([CH:8]=1)=[C:12]23)([CH3:24])([CH3:25])[CH3:26].